Dataset: Reaction yield outcomes from USPTO patents with 853,638 reactions. Task: Predict the reaction yield, written as a fraction of the theoretical maximum amount of product (1.0 means a 100% yield; for example, 0.34 means a 34% yield). (1) The reactants are [Cl:1]N1C(=O)CCC1=O.C(O)(=O)C.[CH2:13]([NH:15][C:16](=[O:18])[O-:17])[CH3:14].[CH3:19][O:20][C:21]1[CH:22]=[CH:23][C:24]2[CH:25]([CH3:33])[CH:26]3[CH2:30][NH:29][CH2:28][CH:27]3[C:31]=2[CH:32]=1. The catalyst is ClCCCl.C(Cl)Cl. The product is [CH2:13]([NH:15][C:16](=[O:17])[O-:18])[CH3:14].[CH3:19][O:20][C:21]1[C:22]([Cl:1])=[CH:23][C:24]2[CH:25]([CH3:33])[CH:26]3[CH2:30][NH:29][CH2:28][CH:27]3[C:31]=2[CH:32]=1. The yield is 0.510. (2) The reactants are Cl[C:2]1[N:7]=[C:6]([N:8]2[CH2:13][CH2:12][O:11][CH2:10][CH2:9]2)[C:5]([C:14]#[N:15])=[CH:4][N:3]=1.[CH:16]([NH:19][CH2:20][CH2:21][CH2:22][NH:23][S:24]([C:27]1[CH:33]=[CH:32][C:30]([NH2:31])=[CH:29][CH:28]=1)(=[O:26])=[O:25])([CH3:18])[CH3:17].Cl. The catalyst is CC(O)CC. The product is [C:14]([C:5]1[C:6]([N:8]2[CH2:13][CH2:12][O:11][CH2:10][CH2:9]2)=[N:7][C:2]([NH:31][C:30]2[CH:32]=[CH:33][C:27]([S:24](=[O:26])(=[O:25])[NH:23][CH2:22][CH2:21][CH2:20][NH:19][CH:16]([CH3:17])[CH3:18])=[CH:28][CH:29]=2)=[N:3][CH:4]=1)#[N:15]. The yield is 0.190.